Dataset: Reaction yield outcomes from USPTO patents with 853,638 reactions. Task: Predict the reaction yield, written as a fraction of the theoretical maximum amount of product (1.0 means a 100% yield; for example, 0.34 means a 34% yield). (1) The reactants are [Cl:1][C:2]1[CH:29]=[CH:28][C:5]([CH2:6][N:7]2[CH:12]=[N:11][C:10]([N:13]3[CH2:18][CH2:17][C:16]([C:20]4[CH:25]=[CH:24][C:23]([F:26])=[CH:22][CH:21]=4)(O)[CH2:15][CH2:14]3)=[N:9][C:8]2=[O:27])=[CH:4][CH:3]=1.FC(F)(F)C(O)=O. No catalyst specified. The product is [Cl:1][C:2]1[CH:3]=[CH:4][C:5]([CH2:6][N:7]2[CH:12]=[N:11][C:10]([N:13]3[CH2:18][CH2:17][C:16]([C:20]4[CH:25]=[CH:24][C:23]([F:26])=[CH:22][CH:21]=4)=[CH:15][CH2:14]3)=[N:9][C:8]2=[O:27])=[CH:28][CH:29]=1. The yield is 0.190. (2) The yield is 0.730. The product is [Br:1][C:2]1[S:6][C:5]([CH2:7][N:9]2[CH2:15][CH2:14][CH2:13][CH2:12][CH2:11][CH2:10]2)=[CH:4][CH:3]=1. The reactants are [Br:1][C:2]1[S:6][C:5]([CH:7]=O)=[CH:4][CH:3]=1.[NH:9]1[CH2:15][CH2:14][CH2:13][CH2:12][CH2:11][CH2:10]1.C(O[BH-](OC(=O)C)OC(=O)C)(=O)C.[Na+]. The catalyst is ClCCl.CN(C)C=O.C(O)(=O)C.